This data is from Retrosynthesis with 50K atom-mapped reactions and 10 reaction types from USPTO. The task is: Predict the reactants needed to synthesize the given product. Given the product CC(=O)Nc1cc(Cl)ccc1/C=C/C(=O)N1C[C@H](C)N(Cc2ccc(F)cc2)C[C@H]1COCc1ccccc1, predict the reactants needed to synthesize it. The reactants are: CC(=O)Nc1cc(Cl)ccc1/C=C/C(=O)O.C[C@H]1CN[C@H](COCc2ccccc2)CN1Cc1ccc(F)cc1.